This data is from NCI-60 drug combinations with 297,098 pairs across 59 cell lines. The task is: Regression. Given two drug SMILES strings and cell line genomic features, predict the synergy score measuring deviation from expected non-interaction effect. Drug 1: CC1=CC2C(CCC3(C2CCC3(C(=O)C)OC(=O)C)C)C4(C1=CC(=O)CC4)C. Drug 2: C1=CC(=CC=C1CC(C(=O)O)N)N(CCCl)CCCl.Cl. Cell line: LOX IMVI. Synergy scores: CSS=13.4, Synergy_ZIP=-6.23, Synergy_Bliss=4.90, Synergy_Loewe=-3.30, Synergy_HSA=5.60.